Predict the reactants needed to synthesize the given product. From a dataset of Full USPTO retrosynthesis dataset with 1.9M reactions from patents (1976-2016). (1) Given the product [N:24]1[NH:25][N:26]=[N:15][C:14]=1[CH2:13][C:12]1[CH:16]=[CH:17][CH:18]=[CH:10][C:11]=1[C:10]1[CH:11]=[C:12]2[C:16](=[CH:17][CH:18]=1)[NH:15][C:14]1[C:19]([CH3:23])=[N:20][CH:21]=[CH:22][C:13]2=1, predict the reactants needed to synthesize it. The reactants are: C(CC1C=C([C:10]2[CH:11]=[C:12]3[C:16](=[CH:17][CH:18]=2)[NH:15][C:14]2[C:19]([CH3:23])=[N:20][CH:21]=[CH:22][C:13]3=2)C=CC=1)#N.[N-:24]=[N+:25]=[N-:26].[Na+]. (2) Given the product [CH3:43][O:44][C:45](=[O:49])[CH2:46][N:47]([C:19](=[O:21])[C:18]1[CH:17]=[CH:16][C:15]([CH2:14][N:12]2[CH:13]=[C:9]([C:3]3[CH:4]=[CH:5][C:6]([Cl:8])=[CH:7][C:2]=3[Cl:1])[N:10]=[C:11]2/[CH:24]=[CH:25]/[C:26]2[CH:27]=[CH:28][C:29]([C:32]3[CH:37]=[CH:36][CH:35]=[C:34]([C:38]([F:39])([F:40])[F:41])[CH:33]=3)=[CH:30][CH:31]=2)=[CH:23][CH:22]=1)[CH3:48], predict the reactants needed to synthesize it. The reactants are: [Cl:1][C:2]1[CH:7]=[C:6]([Cl:8])[CH:5]=[CH:4][C:3]=1[C:9]1[N:10]=[C:11](/[CH:24]=[CH:25]/[C:26]2[CH:31]=[CH:30][C:29]([C:32]3[CH:37]=[CH:36][CH:35]=[C:34]([C:38]([F:41])([F:40])[F:39])[CH:33]=3)=[CH:28][CH:27]=2)[N:12]([CH2:14][C:15]2[CH:23]=[CH:22][C:18]([C:19]([OH:21])=O)=[CH:17][CH:16]=2)[CH:13]=1.Cl.[CH3:43][O:44][C:45](=[O:49])[CH2:46][NH:47][CH3:48]. (3) Given the product [CH:1]1([CH2:7][O:8][C:9]2[C:10]3[N:11]([C:15]([C:19]([NH:21][C@H:22]([CH2:31][CH:32]([CH3:34])[CH3:33])[CH2:23][C:24]([OH:26])=[O:25])=[O:20])=[C:16]([CH3:18])[N:17]=3)[CH:12]=[CH:13][CH:14]=2)[CH2:2][CH2:3][CH2:4][CH2:5][CH2:6]1, predict the reactants needed to synthesize it. The reactants are: [CH:1]1([CH2:7][O:8][C:9]2[C:10]3[N:11]([C:15]([C:19]([NH:21][C@H:22]([CH2:31][CH:32]([CH3:34])[CH3:33])[CH2:23][C:24]([O:26]C(C)(C)C)=[O:25])=[O:20])=[C:16]([CH3:18])[N:17]=3)[CH:12]=[CH:13][CH:14]=2)[CH2:6][CH2:5][CH2:4][CH2:3][CH2:2]1.FC(F)(F)C(O)=O. (4) The reactants are: [CH2:1]([O:8][C@H:9]([C:22]([F:25])([F:24])[F:23])[C@@H:10]([NH:14]C(OC(C)(C)C)=O)[C:11]([OH:13])=[O:12])[C:2]1[CH:7]=[CH:6][CH:5]=[CH:4][CH:3]=1.[ClH:26]. Given the product [ClH:26].[NH2:14][C@H:10]([C@H:9]([O:8][CH2:1][C:2]1[CH:3]=[CH:4][CH:5]=[CH:6][CH:7]=1)[C:22]([F:24])([F:25])[F:23])[C:11]([OH:13])=[O:12], predict the reactants needed to synthesize it.